Predict the reactants needed to synthesize the given product. From a dataset of Full USPTO retrosynthesis dataset with 1.9M reactions from patents (1976-2016). (1) Given the product [CH3:38][S:39]([O:36][C@H:17]([C@@H:16]([O:15][Si:8]([C:11]([CH3:14])([CH3:12])[CH3:13])([CH3:10])[CH3:9])[CH3:37])[CH2:18][CH2:19][C:20]1[C:25]2[N:26]=[C:27]([C:29]3[CH:30]=[CH:31][C:32]([Cl:35])=[CH:33][CH:34]=3)[O:28][C:24]=2[CH:23]=[CH:22][CH:21]=1)(=[O:41])=[O:40], predict the reactants needed to synthesize it. The reactants are: C(N(CC)CC)C.[Si:8]([O:15][C@@H:16]([CH3:37])[C@@H:17]([OH:36])[CH2:18][CH2:19][C:20]1[C:25]2[N:26]=[C:27]([C:29]3[CH:34]=[CH:33][C:32]([Cl:35])=[CH:31][CH:30]=3)[O:28][C:24]=2[CH:23]=[CH:22][CH:21]=1)([C:11]([CH3:14])([CH3:13])[CH3:12])([CH3:10])[CH3:9].[CH3:38][S:39](Cl)(=[O:41])=[O:40]. (2) Given the product [CH:27]1([CH2:26][NH:25][C:21]([C:17]2[S:16][C:15]([CH2:14][CH2:13][C:12]3[C:8]([C:5]4[CH:4]=[CH:3][C:2]([F:1])=[CH:7][N:6]=4)=[N:9][O:10][C:11]=3[CH3:24])=[N:19][C:18]=2[CH3:20])=[O:23])[CH2:29][CH2:28]1, predict the reactants needed to synthesize it. The reactants are: [F:1][C:2]1[CH:3]=[CH:4][C:5]([C:8]2[C:12]([CH2:13][CH2:14][C:15]3[S:16][C:17]([C:21]([OH:23])=O)=[C:18]([CH3:20])[N:19]=3)=[C:11]([CH3:24])[O:10][N:9]=2)=[N:6][CH:7]=1.[NH2:25][CH2:26][CH:27]1[CH2:29][CH2:28]1. (3) The reactants are: [H-].[Na+].[F:3][C:4]1[CH:9]=[CH:8][C:7]([SH:10])=[CH:6][CH:5]=1.I[CH2:12][CH2:13][CH:14]1[CH2:19][CH2:18][N:17]([C:20]([O:22][C:23]([CH3:26])([CH3:25])[CH3:24])=[O:21])[CH2:16][CH2:15]1. Given the product [F:3][C:4]1[CH:9]=[CH:8][C:7]([S:10][CH2:12][CH2:13][CH:14]2[CH2:15][CH2:16][N:17]([C:20]([O:22][C:23]([CH3:24])([CH3:26])[CH3:25])=[O:21])[CH2:18][CH2:19]2)=[CH:6][CH:5]=1, predict the reactants needed to synthesize it. (4) The reactants are: C(N(CC)CC)C.[F:8][C:9]1[CH:14]=[CH:13][CH:12]=[CH:11][C:10]=1[N:15]1[C:23]2[C:18](=[C:19]([N:24]3[CH2:31][C@@H:30]4[C@@H:26]([CH2:27][NH:28][CH2:29]4)[C:25]3=[O:32])[CH:20]=[CH:21][CH:22]=2)[CH:17]=[N:16]1.[F:33][C:34]([F:42])([F:41])[CH2:35][CH2:36][S:37](Cl)(=[O:39])=[O:38]. Given the product [F:8][C:9]1[CH:14]=[CH:13][CH:12]=[CH:11][C:10]=1[N:15]1[C:23]2[C:18](=[C:19]([N:24]3[CH2:31][C@@H:30]4[C@@H:26]([CH2:27][N:28]([S:37]([CH2:36][CH2:35][C:34]([F:42])([F:41])[F:33])(=[O:39])=[O:38])[CH2:29]4)[C:25]3=[O:32])[CH:20]=[CH:21][CH:22]=2)[CH:17]=[N:16]1, predict the reactants needed to synthesize it. (5) Given the product [Cl:34][C:35]1[CH:40]=[CH:39][C:38]([F:44])=[C:37]([C:7]2[CH:8]=[C:9]3[C@@:20]4([CH2:24][O:23][C:22]([NH2:25])=[N:21]4)[C:19]4[C:14](=[N:15][CH:16]=[C:17]([CH:26]5[CH2:31][CH2:30][O:29][CH2:28][CH2:27]5)[CH:18]=4)[O:13][C:10]3=[CH:11][CH:12]=2)[CH:36]=1, predict the reactants needed to synthesize it. The reactants are: FC(F)(F)S(O[C:7]1[CH:8]=[C:9]2[C@@:20]3([CH2:24][O:23][C:22]([NH2:25])=[N:21]3)[C:19]3[C:14](=[N:15][CH:16]=[C:17]([CH:26]4[CH2:31][CH2:30][O:29][CH2:28][CH2:27]4)[CH:18]=3)[O:13][C:10]2=[CH:11][CH:12]=1)(=O)=O.[Cl:34][C:35]1[CH:36]=[CH:37][C:38]([F:44])=[C:39](B(O)O)[CH:40]=1.C(=O)([O-])[O-].[K+].[K+]. (6) Given the product [Cl:21][C:20]1[N:8]2[CH:9]=[C:10]([C:15]3[CH:19]=[CH:18][O:17][CH:16]=3)[CH:11]=[C:12]([C:13]#[N:14])[C:7]2=[N:6][C:5]=1[C:3]([OH:4])=[O:2], predict the reactants needed to synthesize it. The reactants are: C[O:2][C:3]([C:5]1[N:6]=[C:7]2[C:12]([C:13]#[N:14])=[CH:11][C:10]([C:15]3[CH:19]=[CH:18][O:17][CH:16]=3)=[CH:9][N:8]2[C:20]=1[Cl:21])=[O:4].C[Si](C)(C)[O-].[K+].O.C(O)(=O)CC(CC(O)=O)(C(O)=O)O. (7) Given the product [CH3:1][C:2]1[C:7]([NH:8][C:9]2[N:14]3[N:15]=[CH:16][C:17]([C:18]([NH:40][S:37]([CH2:35][CH3:36])(=[O:39])=[O:38])=[O:20])=[C:13]3[N:12]=[CH:11][C:10]=2[C:21]([N:23]2[CH2:28][CH2:27][CH:26]([C:29]3[CH:30]=[CH:31][CH:32]=[CH:33][CH:34]=3)[CH2:25][CH2:24]2)=[O:22])=[CH:6][CH:5]=[CH:4][N:3]=1, predict the reactants needed to synthesize it. The reactants are: [CH3:1][C:2]1[C:7]([NH:8][C:9]2[N:14]3[N:15]=[CH:16][C:17]([C:18]([OH:20])=O)=[C:13]3[N:12]=[CH:11][C:10]=2[C:21]([N:23]2[CH2:28][CH2:27][CH:26]([C:29]3[CH:34]=[CH:33][CH:32]=[CH:31][CH:30]=3)[CH2:25][CH2:24]2)=[O:22])=[CH:6][CH:5]=[CH:4][N:3]=1.[CH2:35]([S:37]([NH2:40])(=[O:39])=[O:38])[CH3:36].